This data is from NCI-60 drug combinations with 297,098 pairs across 59 cell lines. The task is: Regression. Given two drug SMILES strings and cell line genomic features, predict the synergy score measuring deviation from expected non-interaction effect. (1) Drug 1: CCCS(=O)(=O)NC1=C(C(=C(C=C1)F)C(=O)C2=CNC3=C2C=C(C=N3)C4=CC=C(C=C4)Cl)F. Drug 2: C1C(C(OC1N2C=C(C(=O)NC2=O)F)CO)O. Cell line: RPMI-8226. Synergy scores: CSS=54.9, Synergy_ZIP=3.53, Synergy_Bliss=2.13, Synergy_Loewe=-7.97, Synergy_HSA=1.56. (2) Drug 1: CC1=C(C=C(C=C1)NC(=O)C2=CC=C(C=C2)CN3CCN(CC3)C)NC4=NC=CC(=N4)C5=CN=CC=C5. Drug 2: CC=C1C(=O)NC(C(=O)OC2CC(=O)NC(C(=O)NC(CSSCCC=C2)C(=O)N1)C(C)C)C(C)C. Cell line: HL-60(TB). Synergy scores: CSS=44.4, Synergy_ZIP=5.95, Synergy_Bliss=1.33, Synergy_Loewe=-76.3, Synergy_HSA=-9.76. (3) Drug 1: CS(=O)(=O)C1=CC(=C(C=C1)C(=O)NC2=CC(=C(C=C2)Cl)C3=CC=CC=N3)Cl. Drug 2: CC=C1C(=O)NC(C(=O)OC2CC(=O)NC(C(=O)NC(CSSCCC=C2)C(=O)N1)C(C)C)C(C)C. Cell line: MCF7. Synergy scores: CSS=22.4, Synergy_ZIP=1.95, Synergy_Bliss=4.90, Synergy_Loewe=-20.6, Synergy_HSA=5.43.